This data is from Reaction yield outcomes from USPTO patents with 853,638 reactions. The task is: Predict the reaction yield, written as a fraction of the theoretical maximum amount of product (1.0 means a 100% yield; for example, 0.34 means a 34% yield). (1) The reactants are [CH3:1][C:2]1[CH:11]=[C:10]([C:12]([O:14][CH3:15])=[O:13])[CH:9]=[C:8]([N+:16]([O-])=O)[C:3]=1[C:4]([O:6][CH3:7])=[O:5]. The catalyst is CO.[Pd]. The product is [NH2:16][C:8]1[CH:9]=[C:10]([C:12]([O:14][CH3:15])=[O:13])[CH:11]=[C:2]([CH3:1])[C:3]=1[C:4]([O:6][CH3:7])=[O:5]. The yield is 0.840. (2) The reactants are [F:1][C:2]1[CH:27]=[CH:26][C:5]([CH2:6][CH:7]2[CH2:12][CH2:11][N:10]([C:13]([C:15]3[CH:16]=[C:17]4[CH:25]=[CH:24][NH:23][C:18]4=[N:19][C:20]=3[O:21][CH3:22])=[O:14])[CH2:9][CH2:8]2)=[CH:4][CH:3]=1.[OH-:28].[K+].[Cl-].C[C:32]([CH3:34])=[O:33]. No catalyst specified. The product is [F:1][C:2]1[CH:27]=[CH:26][C:5]([CH2:6][CH:7]2[CH2:12][CH2:11][N:10]([C:13]([C:15]3[CH:16]=[C:17]4[C:25]([C:34](=[O:28])[C:32]([N:23]5[CH2:24][CH2:25][CH2:17][CH2:18]5)=[O:33])=[CH:24][N:23]([CH2:20][O:21][CH3:22])[C:18]4=[N:19][C:20]=3[O:21][CH3:22])=[O:14])[CH2:9][CH2:8]2)=[CH:4][CH:3]=1. The yield is 0.770. (3) The catalyst is C(O)CCC. The reactants are [NH2:1][C:2]1[N:3]=[C:4]([NH:19][C:20]2[CH:25]=[CH:24][C:23]([N:26]3[CH2:31][CH2:30][N:29]([CH3:32])[CH2:28][CH2:27]3)=[CH:22][CH:21]=2)[S:5][C:6]=1[C:7]([C:9]1[CH:14]=[CH:13][C:12](Cl)=[C:11]([N+:16]([O-:18])=[O:17])[CH:10]=1)=[O:8].[CH2:33]([CH2:35][NH2:36])[OH:34].C(N(CC)C(C)C)(C)C. The product is [NH2:1][C:2]1[N:3]=[C:4]([NH:19][C:20]2[CH:25]=[CH:24][C:23]([N:26]3[CH2:31][CH2:30][N:29]([CH3:32])[CH2:28][CH2:27]3)=[CH:22][CH:21]=2)[S:5][C:6]=1[C:7]([C:9]1[CH:14]=[CH:13][C:12]([NH:36][CH2:35][CH2:33][OH:34])=[C:11]([N+:16]([O-:18])=[O:17])[CH:10]=1)=[O:8]. The yield is 0.280. (4) The reactants are [CH3:1][O:2][C:3]1[CH:4]=[C:5]2[C:10](=[CH:11][C:12]=1[O:13][CH3:14])[N:9]=[CH:8][CH:7]=[C:6]2[O:15][C:16]1[CH:22]=[CH:21][C:19]([NH2:20])=[C:18]([CH3:23])[C:17]=1[CH3:24].Cl[C:26](Cl)([O:28]C(=O)OC(Cl)(Cl)Cl)Cl.[CH3:37][CH2:38][CH:39]([OH:42])[CH2:40][CH3:41].C(=O)(O)[O-].[Na+]. The catalyst is C(Cl)Cl.C(N(CC)CC)C.C1(C)C=CC=CC=1. The product is [CH3:1][O:2][C:3]1[CH:4]=[C:5]2[C:10](=[CH:11][C:12]=1[O:13][CH3:14])[N:9]=[CH:8][CH:7]=[C:6]2[O:15][C:16]1[CH:22]=[CH:21][C:19]([NH:20][C:26](=[O:28])[O:42][CH:39]([CH2:40][CH3:41])[CH2:38][CH3:37])=[C:18]([CH3:23])[C:17]=1[CH3:24]. The yield is 0.870. (5) The reactants are C[O:2][C:3](=[O:27])[C@@H:4]([N:9]1[CH2:13][C:12]2=[CH:14][C:15]3[C:16]([O:24][CH3:25])=[CH:17][CH:18]=[C:19]([O:22][CH3:23])[C:20]=3[O:21][CH:11]2[C:10]1=[O:26])[CH2:5][CH:6]([CH3:8])[CH3:7].O.[OH-].[Li+].O1C[CH2:34][CH2:33][CH2:32]1.O. No catalyst specified. The product is [CH:6]1([CH2:5][C@H:4]([N:9]2[CH2:13][C:12]3[CH2:14][C:15]4[C:16]([O:24][CH3:25])=[CH:17][CH:18]=[C:19]([O:22][CH3:23])[C:20]=4[O:21][C:11]=3[C:10]2=[O:26])[C:3]([OH:2])=[O:27])[CH2:8][CH2:34][CH2:33][CH2:32][CH2:7]1. The yield is 0.714.